From a dataset of Reaction yield outcomes from USPTO patents with 853,638 reactions. Predict the reaction yield, written as a fraction of the theoretical maximum amount of product (1.0 means a 100% yield; for example, 0.34 means a 34% yield). (1) The reactants are [C:1]([O:5][C:6]([N:8]1[CH2:14][CH2:13][C:12]2[C:15](OS(C(F)(F)F)(=O)=O)=[C:16]([Cl:19])[CH:17]=[CH:18][C:11]=2[CH2:10][CH2:9]1)=[O:7])([CH3:4])([CH3:3])[CH3:2].[C:28](=[N:41][NH2:42])([C:35]1[CH:40]=[CH:39][CH:38]=[CH:37][CH:36]=1)[C:29]1[CH:34]=[CH:33][CH:32]=[CH:31][CH:30]=1.CC(C)([O-])C.[Na+].C1C=CC(P(C2C(C3C(P(C4C=CC=CC=4)C4C=CC=CC=4)=CC=C4C=3C=CC=C4)=C3C(C=CC=C3)=CC=2)C2C=CC=CC=2)=CC=1. The catalyst is C1C=CC(/C=C/C(/C=C/C2C=CC=CC=2)=O)=CC=1.C1C=CC(/C=C/C(/C=C/C2C=CC=CC=2)=O)=CC=1.[Pd]. The product is [C:1]([O:5][C:6]([N:8]1[CH2:14][CH2:13][C:12]2[C:15]([NH:42][N:41]=[C:28]([C:29]3[CH:34]=[CH:33][CH:32]=[CH:31][CH:30]=3)[C:35]3[CH:40]=[CH:39][CH:38]=[CH:37][CH:36]=3)=[C:16]([Cl:19])[CH:17]=[CH:18][C:11]=2[CH2:10][CH2:9]1)=[O:7])([CH3:4])([CH3:3])[CH3:2]. The yield is 0.870. (2) The reactants are [Cl-].O[NH3+:3].[C:4](=[O:7])([O-])[OH:5].[Na+].CS(C)=O.[CH:13]([C:16]1[CH:21]=[CH:20][C:19]([N:22]2[C:27](=[O:28])[C:26]([CH2:29][C:30]3[CH:35]=[CH:34][C:33]([C:36]4[C:37]([C:42]#[N:43])=[CH:38][CH:39]=[CH:40][CH:41]=4)=[CH:32][CH:31]=3)=[C:25]([CH2:44][CH2:45][CH3:46])[N:24]=[C:23]2[CH3:47])=[CH:18][CH:17]=1)([CH3:15])[CH3:14]. The catalyst is O.C(OCC)(=O)C. The product is [CH:13]([C:16]1[CH:17]=[CH:18][C:19]([N:22]2[C:27](=[O:28])[C:26]([CH2:29][C:30]3[CH:35]=[CH:34][C:33]([C:36]4[CH:41]=[CH:40][CH:39]=[CH:38][C:37]=4[C:42]4[NH:3][C:4](=[O:7])[O:5][N:43]=4)=[CH:32][CH:31]=3)=[C:25]([CH2:44][CH2:45][CH3:46])[N:24]=[C:23]2[CH3:47])=[CH:20][CH:21]=1)([CH3:15])[CH3:14]. The yield is 0.660.